This data is from Reaction yield outcomes from USPTO patents with 853,638 reactions. The task is: Predict the reaction yield, written as a fraction of the theoretical maximum amount of product (1.0 means a 100% yield; for example, 0.34 means a 34% yield). (1) The reactants are [N:1]([CH2:4][C:5]1[CH:6]=[CH:7][C:8]([CH2:12][CH3:13])=[N+:9]([O-])[CH:10]=1)=[N+:2]=[N-:3].[CH3:14][N:15](C)C(Cl)=O.C(=O)([O-])O.[Na+].C(OCC)(=O)C. The catalyst is C(#N)C. The product is [N:1]([CH2:4][C:5]1[C:10]([C:14]#[N:15])=[N:9][C:8]([CH2:12][CH3:13])=[CH:7][CH:6]=1)=[N+:2]=[N-:3]. The yield is 0.904. (2) The reactants are [C:1]([OH:4])(=[O:3])[CH3:2].[Br-].[Na+].CC1[CH:13]=[CH:12][C:11]([C:14]([C:16]23[CH2:25][CH:20]4[CH2:21][CH:22]([CH2:24][CH:18]([CH2:19]4)[CH2:17]2)[CH2:23]3)=[O:15])=[CH:10][CH:9]=1. The catalyst is O.O.O.O.C([O-])(=O)C.[Co+2].C([O-])(=O)C.O.O.O.O.C([O-])(=O)C.[Mn+2].C([O-])(=O)C.O. The product is [C:16]12([C:14]([C:11]3[CH:12]=[CH:13][C:2]([C:1]([OH:4])=[O:3])=[CH:9][CH:10]=3)=[O:15])[CH2:23][CH:22]3[CH2:21][CH:20]([CH2:19][CH:18]([CH2:24]3)[CH2:17]1)[CH2:25]2. The yield is 0.780. (3) The reactants are [OH:1][CH:2]([C:11]1[CH:16]=[CH:15][C:14]([CH2:17][S:18][CH2:19][CH2:20][C:21]([O:23][CH3:24])=[O:22])=[CH:13][CH:12]=1)[CH2:3][C:4]([O:6][C:7]([CH3:10])([CH3:9])[CH3:8])=[O:5].C([O-])(=O)C.[Na+].[Cr](O[Cr]([O-])(=O)=O)([O-])(=O)=O.[NH+]1C=CC=CC=1.[NH+]1C=CC=CC=1.C(OCC)C. The catalyst is ClCCl. The product is [CH3:24][O:23][C:21](=[O:22])[CH2:20][CH2:19][S:18][CH2:17][C:14]1[CH:15]=[CH:16][C:11]([C:2](=[O:1])[CH2:3][C:4]([O:6][C:7]([CH3:8])([CH3:9])[CH3:10])=[O:5])=[CH:12][CH:13]=1. The yield is 0.710. (4) The reactants are [CH3:1][CH:2]([CH3:30])[CH2:3][CH2:4][O:5][C:6]1[CH:11]=[CH:10][C:9]([S:12](Cl)(=[O:14])=[O:13])=[CH:8][C:7]=1[C:16]1[NH:17][C:18](=[S:29])[C:19]2[N:24]([CH3:25])[N:23]=[C:22]([CH2:26][CH2:27][CH3:28])[C:20]=2[N:21]=1.[CH3:31][N:32]1[CH2:37][CH2:36][NH:35][CH2:34][CH2:33]1. No catalyst specified. The product is [CH3:25][N:24]1[C:19]2[C:18](=[S:29])[NH:17][C:16]([C:7]3[CH:8]=[C:9]([S:12]([N:35]4[CH2:36][CH2:37][N:32]([CH3:31])[CH2:33][CH2:34]4)(=[O:14])=[O:13])[CH:10]=[CH:11][C:6]=3[O:5][CH2:4][CH2:3][CH:2]([CH3:30])[CH3:1])=[N:21][C:20]=2[C:22]([CH2:26][CH2:27][CH3:28])=[N:23]1. The yield is 0.753. (5) The reactants are [H-].[Na+].Cl.[NH2:4][OH:5].F[C:7]1[CH:12]=[C:11]([O:13][CH3:14])[CH:10]=[CH:9][C:8]=1[C:15]([C:17]1[CH:22]=[CH:21][C:20]([O:23][CH3:24])=[CH:19][C:18]=1[CH3:25])=O.O. The catalyst is CN(C=O)C. The product is [CH3:14][O:13][C:11]1[CH:10]=[CH:9][C:8]2[C:15]([C:17]3[CH:22]=[CH:21][C:20]([O:23][CH3:24])=[CH:19][C:18]=3[CH3:25])=[N:4][O:5][C:7]=2[CH:12]=1. The yield is 0.820. (6) The reactants are [CH3:1][C:2]1[C:6]2[CH:7]=[C:8]([CH3:18])[C:9]([C:11]3[CH:12]=[CH:13][C:14]([NH2:17])=[N:15][CH:16]=3)=[CH:10][C:5]=2[O:4][N:3]=1.[Cl:19][C:20]1[CH:28]=[CH:27][CH:26]=[CH:25][C:21]=1[C:22](Cl)=[O:23].CCN(C(C)C)C(C)C.C([O-])(O)=O.[Na+].C(Cl)Cl. The catalyst is C(Cl)Cl. The product is [CH3:1][C:2]1[C:6]2[CH:7]=[C:8]([CH3:18])[C:9]([C:11]3[CH:12]=[CH:13][C:14]([NH:17][C:22]([C:21]4[CH:25]=[CH:26][CH:27]=[CH:28][C:20]=4[Cl:19])=[O:23])=[N:15][CH:16]=3)=[CH:10][C:5]=2[O:4][N:3]=1. The yield is 0.754. (7) The reactants are F[C:2]1[CH:7]=[CH:6][C:5]([C:8](=[O:14])[CH2:9][CH2:10][C:11]([OH:13])=[O:12])=[CH:4][CH:3]=1.[C:15]1([SH:21])[CH:20]=[CH:19][CH:18]=[CH:17][CH:16]=1.C(=O)([O-])[O-].[K+].[K+].CS(C)=O. The catalyst is O. The product is [O:14]=[C:8]([C:5]1[CH:6]=[CH:7][C:2]([S:21][C:15]2[CH:20]=[CH:19][CH:18]=[CH:17][CH:16]=2)=[CH:3][CH:4]=1)[CH2:9][CH2:10][C:11]([OH:13])=[O:12]. The yield is 0.755.